Dataset: Forward reaction prediction with 1.9M reactions from USPTO patents (1976-2016). Task: Predict the product of the given reaction. (1) The product is: [CH3:31][S:32]([NH:35][C:16](=[O:18])[CH2:15][C:12]1[CH:13]=[CH:14][C:7]2[S:6][C:5]3[N:4]=[CH:3][CH:2]=[N:1][C:10]=3[NH:9][C:8]=2[CH:11]=1)(=[O:34])=[O:33]. Given the reactants [N:1]1[C:10]2[NH:9][C:8]3[CH:11]=[C:12]([CH2:15][C:16]([OH:18])=O)[CH:13]=[CH:14][C:7]=3[S:6][C:5]=2[N:4]=[CH:3][CH:2]=1.C(N1C=CN=C1)(N1C=CN=C1)=O.[CH3:31][S:32]([NH2:35])(=[O:34])=[O:33], predict the reaction product. (2) Given the reactants [NH:1]([C:8]([NH:20][C:21]1[CH:26]=[CH:25][CH:24]=[CH:23][CH:22]=1)=[CH:9][C:10]([C:12]1[C:13](Cl)=[N:14][C:15]([Cl:18])=[CH:16][CH:17]=1)=[O:11])[C:2]1[CH:7]=[CH:6][CH:5]=[CH:4][CH:3]=1.[H-].[Na+], predict the reaction product. The product is: [NH:1]([CH:8]1[CH2:9][C:10](=[O:11])[C:12]2[C:13](=[N:14][C:15]([Cl:18])=[CH:16][CH:17]=2)[N:20]1[C:21]1[CH:26]=[CH:25][CH:24]=[CH:23][CH:22]=1)[C:2]1[CH:7]=[CH:6][CH:5]=[CH:4][CH:3]=1. (3) Given the reactants CC1C=CC(S(O[CH2:12][CH2:13][CH2:14][CH2:15][C:16]2[C:24]3[C:19](=[CH:20][CH:21]=[C:22]([O:25][CH3:26])[CH:23]=3)[NH:18][CH:17]=2)(=O)=O)=CC=1.[CH3:27][C:28]1[CH:33]=[C:32]([CH3:34])[N:31]=[C:30]([N:35]2[CH2:40][CH2:39][NH:38][CH2:37][CH2:36]2)[N:29]=1.C(=O)([O-])[O-].[K+].[K+].[I-].[K+], predict the reaction product. The product is: [CH3:27][C:28]1[CH:33]=[C:32]([CH3:34])[N:31]=[C:30]([N:35]2[CH2:36][CH2:37][N:38]([CH2:12][CH2:13][CH2:14][CH2:15][C:16]3[C:24]4[C:19](=[CH:20][CH:21]=[C:22]([O:25][CH3:26])[CH:23]=4)[NH:18][CH:17]=3)[CH2:39][CH2:40]2)[N:29]=1. (4) Given the reactants [Cl:1][C:2]1[CH:7]=[CH:6][C:5]([CH2:8]C(O)=O)=[CH:4][C:3]=1[OH:12].S([O:18][CH3:19])(OC)(=O)=O.[C:20](=[O:23])([O-])[O-].[K+].[K+].[CH3:26]C(C)=O, predict the reaction product. The product is: [CH3:20][O:23][C:19](=[O:18])[CH2:8][C:5]1[CH:6]=[CH:7][C:2]([Cl:1])=[C:3]([O:12][CH3:26])[CH:4]=1.